This data is from NCI-60 drug combinations with 297,098 pairs across 59 cell lines. The task is: Regression. Given two drug SMILES strings and cell line genomic features, predict the synergy score measuring deviation from expected non-interaction effect. (1) Drug 1: C1=CC=C(C(=C1)C(C2=CC=C(C=C2)Cl)C(Cl)Cl)Cl. Drug 2: C(CC(=O)O)C(=O)CN.Cl. Cell line: COLO 205. Synergy scores: CSS=18.5, Synergy_ZIP=-3.25, Synergy_Bliss=5.00, Synergy_Loewe=1.84, Synergy_HSA=4.52. (2) Drug 1: CC1OCC2C(O1)C(C(C(O2)OC3C4COC(=O)C4C(C5=CC6=C(C=C35)OCO6)C7=CC(=C(C(=C7)OC)O)OC)O)O. Synergy scores: CSS=21.4, Synergy_ZIP=-10.8, Synergy_Bliss=-2.57, Synergy_Loewe=-3.40, Synergy_HSA=-1.39. Drug 2: CN(CCCl)CCCl.Cl. Cell line: MDA-MB-231. (3) Drug 1: CCN(CC)CCCC(C)NC1=C2C=C(C=CC2=NC3=C1C=CC(=C3)Cl)OC. Drug 2: C1CC(=O)NC(=O)C1N2C(=O)C3=CC=CC=C3C2=O. Cell line: NCI/ADR-RES. Synergy scores: CSS=5.42, Synergy_ZIP=7.05, Synergy_Bliss=4.63, Synergy_Loewe=-16.8, Synergy_HSA=2.12. (4) Drug 1: CC=C1C(=O)NC(C(=O)OC2CC(=O)NC(C(=O)NC(CSSCCC=C2)C(=O)N1)C(C)C)C(C)C. Drug 2: CS(=O)(=O)CCNCC1=CC=C(O1)C2=CC3=C(C=C2)N=CN=C3NC4=CC(=C(C=C4)OCC5=CC(=CC=C5)F)Cl. Cell line: CCRF-CEM. Synergy scores: CSS=32.7, Synergy_ZIP=3.31, Synergy_Bliss=-1.58, Synergy_Loewe=-64.9, Synergy_HSA=-10.4.